This data is from Reaction yield outcomes from USPTO patents with 853,638 reactions. The task is: Predict the reaction yield, written as a fraction of the theoretical maximum amount of product (1.0 means a 100% yield; for example, 0.34 means a 34% yield). (1) The reactants are [C:1]([O:5][C:6](=[O:17])[C:7]([O-])=[CH:8][C:9]([C:11]1[O:12][CH:13]=[CH:14][CH:15]=1)=O)([CH3:4])([CH3:3])[CH3:2].[Li+].Cl.[F:20][C:21]1[CH:28]=[CH:27][C:26]([NH:29][NH2:30])=[CH:25][C:22]=1[C:23]#[N:24]. The catalyst is C(O)(=O)C. The product is [C:23]([C:22]1[CH:25]=[C:26]([N:29]2[C:9]([C:11]3[O:12][CH:13]=[CH:14][CH:15]=3)=[CH:8][C:7]([C:6]([O:5][C:1]([CH3:4])([CH3:3])[CH3:2])=[O:17])=[N:30]2)[CH:27]=[CH:28][C:21]=1[F:20])#[N:24]. The yield is 0.950. (2) The reactants are [Cl:1][C:2]1[CH:3]=[N+:4]([O-:32])[CH:5]=[C:6]([Cl:31])[C:7]=1[CH2:8][C@H:9]([O:20][C:21](=[O:30])[CH2:22][C:23]1[S:24][C:25]([CH2:28][OH:29])=[CH:26][CH:27]=1)[C:10]1[CH:15]=[CH:14][C:13]([O:16][CH3:17])=[C:12]([O:18][CH3:19])[CH:11]=1.CC(OI1(OC(C)=O)(OC(C)=O)OC(=O)C2C=CC=CC1=2)=O. The catalyst is ClCCl. The product is [Cl:31][C:6]1[CH:5]=[N+:4]([O-:32])[CH:3]=[C:2]([Cl:1])[C:7]=1[CH2:8][C@H:9]([O:20][C:21](=[O:30])[CH2:22][C:23]1[S:24][C:25]([CH:28]=[O:29])=[CH:26][CH:27]=1)[C:10]1[CH:15]=[CH:14][C:13]([O:16][CH3:17])=[C:12]([O:18][CH3:19])[CH:11]=1. The yield is 1.00. (3) The reactants are N1C=CC=C1.[CH3:6][CH:7]([CH3:12])[CH2:8][CH2:9][CH2:10][NH2:11].[OH:13][C:14]1[CH:19]=[CH:18][C:17]([C:20](=O)[CH2:21][CH2:22][C:23]([C:25]2[CH:33]=[CH:32][C:28]([C:29]([OH:31])=[O:30])=[CH:27][CH:26]=2)=O)=[CH:16][CH:15]=1. No catalyst specified. The product is [OH:13][C:14]1[CH:19]=[CH:18][C:17]([C:20]2[N:11]([CH2:10][CH2:9][CH2:8][CH:7]([CH3:12])[CH3:6])[C:23]([C:25]3[CH:26]=[CH:27][C:28]([C:29]([OH:31])=[O:30])=[CH:32][CH:33]=3)=[CH:22][CH:21]=2)=[CH:16][CH:15]=1. The yield is 0.660.